Task: Predict the reaction yield, written as a fraction of the theoretical maximum amount of product (1.0 means a 100% yield; for example, 0.34 means a 34% yield).. Dataset: Reaction yield outcomes from USPTO patents with 853,638 reactions (1) The reactants are [OH:1][C@@H:2]([CH2:15][C:16]([CH3:19])([CH3:18])[CH3:17])[CH2:3]OS(C1C=CC(C)=CC=1)(=O)=O.[NH:20]1[CH2:25][CH2:24][O:23][CH2:22][CH2:21]1. No catalyst specified. The product is [CH3:19][C:16]([CH3:17])([CH3:18])[CH2:15][C@H:2]([OH:1])[CH2:3][N:20]1[CH2:25][CH2:24][O:23][CH2:22][CH2:21]1. The yield is 0.670. (2) The reactants are [Br:1][C:2]1[C:3]([N:12]2[CH2:17][CH2:16][N:15]([CH2:18][C:19]3[N:20]=[C:21]([CH:24]([CH3:26])[CH3:25])[S:22][CH:23]=3)[CH2:14][CH2:13]2)=[C:4]([N+:9]([O-])=O)[C:5]([NH2:8])=[N:6][CH:7]=1.CCO.[CH:30](=O)[C:31]1[CH:36]=[CH:35][C:34]([O:37][CH3:38])=[CH:33][CH:32]=1.[O-]S(S([O-])=O)=O.[Na+].[Na+]. The catalyst is C(Cl)Cl.N.CN(C=O)C. The product is [Br:1][C:2]1[C:3]([N:12]2[CH2:17][CH2:16][N:15]([CH2:18][C:19]3[N:20]=[C:21]([CH:24]([CH3:26])[CH3:25])[S:22][CH:23]=3)[CH2:14][CH2:13]2)=[C:4]2[N:9]=[C:30]([C:31]3[CH:36]=[CH:35][C:34]([O:37][CH3:38])=[CH:33][CH:32]=3)[NH:8][C:5]2=[N:6][CH:7]=1. The yield is 0.240. (3) The reactants are [Cl:1][C:2]1[N:7]=[C:6](Cl)[C:5]([F:9])=[CH:4][N:3]=1.[CH2:10]([O:14][C:15]1[CH:21]=[CH:20][C:18]([NH2:19])=[CH:17][CH:16]=1)[CH2:11][CH2:12][CH3:13].Cl.[OH-].[Na+]. The catalyst is CC(C)=O.O. The product is [Cl:1][C:2]1[N:7]=[C:6]([NH:19][C:18]2[CH:17]=[CH:16][C:15]([O:14][CH2:10][CH2:11][CH2:12][CH3:13])=[CH:21][CH:20]=2)[C:5]([F:9])=[CH:4][N:3]=1. The yield is 0.800. (4) The reactants are [F:1][C:2]1[CH:9]=[CH:8][C:5]([CH2:6][NH2:7])=[CH:4][CH:3]=1.[CH2:10]([O:12][C:13](=[O:16])[CH2:14]Br)[CH3:11]. The catalyst is C1COCC1. The product is [CH2:10]([O:12][C:13](=[O:16])[CH2:14][NH:7][CH2:6][C:5]1[CH:8]=[CH:9][C:2]([F:1])=[CH:3][CH:4]=1)[CH3:11]. The yield is 0.980. (5) The reactants are C[O:2][C:3]([C:5]1[C:13]2[N:12]=[C:11]([NH:14][C:15]([C:17]3[N:18]=[CH:19][C:20]4[C:25]([CH:26]=3)=[CH:24][CH:23]=[CH:22][CH:21]=4)=[O:16])[N:10]([CH2:27][C:28]3[CH:33]=[CH:32][CH:31]=[CH:30][CH:29]=3)[C:9]=2[CH:8]=[CH:7][CH:6]=1)=[O:4].CO.[Li+].[OH-]. The catalyst is C1COCC1. The product is [CH2:27]([N:10]1[C:9]2[CH:8]=[CH:7][CH:6]=[C:5]([C:3]([OH:4])=[O:2])[C:13]=2[N:12]=[C:11]1[NH:14][C:15]([C:17]1[N:18]=[CH:19][C:20]2[C:25]([CH:26]=1)=[CH:24][CH:23]=[CH:22][CH:21]=2)=[O:16])[C:28]1[CH:29]=[CH:30][CH:31]=[CH:32][CH:33]=1. The yield is 1.00. (6) The reactants are C[O:2][C:3]([C:5]1[S:6][C:7]([C:10]2[O:14][N:13]=[C:12]([C:15]3[N:20]=[C:19]([NH2:21])[N:18]=[C:17]([N:22]([CH3:29])[C:23]4[CH:28]=[CH:27][CH:26]=[CH:25][CH:24]=4)[N:16]=3)[N:11]=2)=[CH:8][CH:9]=1)=[O:4].[OH-].[Na+].Cl. The catalyst is CO. The product is [NH2:21][C:19]1[N:18]=[C:17]([N:22]([CH3:29])[C:23]2[CH:24]=[CH:25][CH:26]=[CH:27][CH:28]=2)[N:16]=[C:15]([C:12]2[N:11]=[C:10]([C:7]3[S:6][C:5]([C:3]([OH:4])=[O:2])=[CH:9][CH:8]=3)[O:14][N:13]=2)[N:20]=1. The yield is 0.460. (7) The reactants are Cl[C:2]1[C:11]2[C:6](=[CH:7][C:8]([S:12]([O:15][C:16]3[C:21]([F:22])=[C:20]([F:23])[C:19]([F:24])=[C:18]([F:25])[C:17]=3[F:26])(=[O:14])=[O:13])=[CH:9][CH:10]=2)[CH:5]=[CH:4][N:3]=1.[Cl:27][C:28]1[CH:33]=[CH:32][C:31](B(O)O)=[C:30]([CH3:37])[CH:29]=1.C(=O)([O-])[O-].[K+].[K+]. The catalyst is C1C=CC([P]([Pd]([P](C2C=CC=CC=2)(C2C=CC=CC=2)C2C=CC=CC=2)([P](C2C=CC=CC=2)(C2C=CC=CC=2)C2C=CC=CC=2)[P](C2C=CC=CC=2)(C2C=CC=CC=2)C2C=CC=CC=2)(C2C=CC=CC=2)C2C=CC=CC=2)=CC=1. The product is [Cl:27][C:28]1[CH:33]=[CH:32][C:31]([C:2]2[C:11]3[C:6](=[CH:7][C:8]([S:12]([O:15][C:16]4[C:21]([F:22])=[C:20]([F:23])[C:19]([F:24])=[C:18]([F:25])[C:17]=4[F:26])(=[O:13])=[O:14])=[CH:9][CH:10]=3)[CH:5]=[CH:4][N:3]=2)=[C:30]([CH3:37])[CH:29]=1. The yield is 0.393.